This data is from Reaction yield outcomes from USPTO patents with 853,638 reactions. The task is: Predict the reaction yield, written as a fraction of the theoretical maximum amount of product (1.0 means a 100% yield; for example, 0.34 means a 34% yield). (1) The reactants are [CH3:1][O:2][C:3](=[O:19])[C:4]1[CH:9]=[CH:8][C:7]([O:10][C:11]2[CH:12]=[N:13][C:14]([O:17]C)=[CH:15][CH:16]=2)=[CH:6][CH:5]=1.I[Si](C)(C)C. The catalyst is C(#N)C.O. The product is [CH3:1][O:2][C:3](=[O:19])[C:4]1[CH:5]=[CH:6][C:7]([O:10][C:11]2[CH:12]=[N:13][C:14]([OH:17])=[CH:15][CH:16]=2)=[CH:8][CH:9]=1. The yield is 0.870. (2) The reactants are Cl.[N+:2]([C:5]1[CH:10]=[CH:9][C:8]([S:11]([N:14]2[CH2:19][CH2:18][NH:17][CH2:16][C:15]2=[O:20])(=[O:13])=[O:12])=[CH:7][CH:6]=1)([O-:4])=[O:3].[N:21]1([CH2:30][C:31](O)=[O:32])[CH:29]=[C:27]([CH3:28])[C:25](=[O:26])[NH:24][C:22]1=[O:23]. No catalyst specified. The product is [N+:2]([C:5]1[CH:10]=[CH:9][C:8]([S:11]([N:14]2[CH2:19][CH2:18][N:17]([C:31](=[O:32])[CH2:30][N:21]3[CH:29]=[C:27]([CH3:28])[C:25](=[O:26])[NH:24][C:22]3=[O:23])[CH2:16][C:15]2=[O:20])(=[O:13])=[O:12])=[CH:7][CH:6]=1)([O-:4])=[O:3]. The yield is 0.950. (3) The reactants are [Br:1][C:2]1[CH:7]=[CH:6][C:5](O)=[C:4]([C:9]([CH3:16])([CH3:15])[CH2:10][C:11]([OH:14])([CH3:13])[CH3:12])[CH:3]=1.C1(C)C=CC(S(O)(=O)=O)=CC=1. The catalyst is C1C=CC=CC=1. The product is [Br:1][C:2]1[CH:3]=[C:4]2[C:5](=[CH:6][CH:7]=1)[O:14][C:11]([CH3:13])([CH3:12])[CH2:10][C:9]2([CH3:16])[CH3:15]. The yield is 0.800. (4) The reactants are COC(=O)C(O)=CC(=O)N(CC1C=CC(Cl)=C(Cl)C=1)C.C=O.[CH3:23][N:24]1[CH2:29][CH2:28][N:27]([CH2:30][CH2:31][NH2:32])[CH2:26][CH2:25]1.[Cl:33][C:34]1[CH:35]=[C:36]([CH:50]=[CH:51][C:52]=1[Cl:53])[CH2:37][N:38]([CH3:49])[C:39]([C:41]1[CH2:42]N(C)[C:44](=[O:47])[C:45]=1[OH:46])=[O:40]. No catalyst specified. The product is [Cl:33][C:34]1[CH:35]=[C:36]([CH:50]=[CH:51][C:52]=1[Cl:53])[CH2:37][N:38]([CH3:49])[C:39]([C:41]1[CH2:42][N:32]([CH2:31][CH2:30][N:27]2[CH2:28][CH2:29][N:24]([CH3:23])[CH2:25][CH2:26]2)[C:44](=[O:47])[C:45]=1[OH:46])=[O:40]. The yield is 0.120. (5) The reactants are [H-].[Na+].[Br:3][C:4]1[CH:9]=[CH:8][C:7]([C:10]2([OH:14])[CH2:13][CH2:12][CH2:11]2)=[CH:6][CH:5]=1.[CH3:15]I. The catalyst is CN(C=O)C. The product is [Br:3][C:4]1[CH:5]=[CH:6][C:7]([C:10]2([O:14][CH3:15])[CH2:13][CH2:12][CH2:11]2)=[CH:8][CH:9]=1. The yield is 0.750. (6) The reactants are [F:1][C:2]1[C:10]([C:11]2[CH:16]=[CH:15][C:14]([C:17]3([OH:21])[CH2:20][CH2:19][CH2:18]3)=[CH:13][CH:12]=2)=[C:9]([F:22])[CH:8]=[C:7]2[C:3]=1[C:4]([CH:23]=[O:24])=[CH:5][NH:6]2.O.[OH:26]P([O-])(O)=O.[Na+].Cl([O-])=O.[Na+].CC(=CC)C.C(O)(=O)CC(CC(O)=O)(C(O)=O)O. The catalyst is CC#N.O.C(O)(C)(C)C. The product is [F:1][C:2]1[C:10]([C:11]2[CH:12]=[CH:13][C:14]([C:17]3([OH:21])[CH2:18][CH2:19][CH2:20]3)=[CH:15][CH:16]=2)=[C:9]([F:22])[CH:8]=[C:7]2[C:3]=1[C:4]([C:23]([OH:26])=[O:24])=[CH:5][NH:6]2. The yield is 0.240. (7) The reactants are Cl.[NH2:2][C:3]1[N:8]=[C:7](I)[CH:6]=[C:5]([NH:10][CH2:11][CH3:12])[N:4]=1.[C:13]([O:17][CH2:18][CH3:19])(=[O:16])[CH:14]=[CH2:15].[CH2:20](N(CC)CC)C.CN(C=O)C. The catalyst is C1C=CC([P]([Pd]([P](C2C=CC=CC=2)(C2C=CC=CC=2)C2C=CC=CC=2)([P](C2C=CC=CC=2)(C2C=CC=CC=2)C2C=CC=CC=2)[P](C2C=CC=CC=2)(C2C=CC=CC=2)C2C=CC=CC=2)(C2C=CC=CC=2)C2C=CC=CC=2)=CC=1.CC(C)=O. The product is [NH2:2][C:3]1[N:4]=[C:5]([NH:10][CH2:11][CH3:12])[C:6](/[CH:15]=[CH:14]/[C:13]([O:17][CH2:18][CH3:19])=[O:16])=[C:7]([CH3:20])[N:8]=1. The yield is 0.670. (8) The reactants are [F:1][C:2]1[CH:7]=[CH:6][C:5]([O:8][C:9](=[O:33])[N:10]([C@@H:12]2[C@@H:16]([C:17]3[CH:22]=[CH:21][C:20]([Cl:23])=[C:19]([Cl:24])[CH:18]=3)[CH2:15][N:14]([C:25]([CH:27]3[CH2:32][CH2:31][NH:30][CH2:29][CH2:28]3)=[O:26])[CH2:13]2)[CH3:11])=[CH:4][CH:3]=1.Br[C:35]1[S:36][CH:37]=[N:38][N:39]=1.C(N(CC)C(C)C)(C)C. The catalyst is CN1CCCC1=O.C(OCC)(=O)C. The product is [F:1][C:2]1[CH:7]=[CH:6][C:5]([O:8][C:9](=[O:33])[N:10]([C@@H:12]2[C@@H:16]([C:17]3[CH:22]=[CH:21][C:20]([Cl:23])=[C:19]([Cl:24])[CH:18]=3)[CH2:15][N:14]([C:25]([CH:27]3[CH2:32][CH2:31][N:30]([C:35]4[S:36][CH:37]=[N:38][N:39]=4)[CH2:29][CH2:28]3)=[O:26])[CH2:13]2)[CH3:11])=[CH:4][CH:3]=1. The yield is 0.320. (9) The reactants are [O:1]=[C:2]1[C:10]2[C:5](=[CH:6][CH:7]=[CH:8][CH:9]=2)[C:4](=[O:11])[N:3]1[NH:12][C:13](=[O:19])[O:14][C:15]([CH3:18])([CH3:17])[CH3:16].I[CH2:21][CH3:22].C(=O)([O-])[O-].[K+].[K+]. The catalyst is [Br-].C([N+](CC)(CC)CC)C1C=CC=CC=1.C(#N)C.O. The product is [O:11]=[C:4]1[C:5]2[C:10](=[CH:9][CH:8]=[CH:7][CH:6]=2)[C:2](=[O:1])[N:3]1[N:12]([CH2:21][CH3:22])[C:13](=[O:19])[O:14][C:15]([CH3:16])([CH3:18])[CH3:17]. The yield is 0.710.